Task: Predict the reaction yield, written as a fraction of the theoretical maximum amount of product (1.0 means a 100% yield; for example, 0.34 means a 34% yield).. Dataset: Reaction yield outcomes from USPTO patents with 853,638 reactions (1) The reactants are Br[CH2:2][CH2:3][OH:4].Cl[S:6]([N:9]=[C:10]=[O:11])(=[O:8])=[O:7].[CH2:12]([C:14]1[CH:15]=[C:16]([CH:18]=[CH:19][CH:20]=1)[NH2:17])[CH3:13].C(N(CC)CC)C. The catalyst is ClCCl. The product is [CH2:12]([C:14]1[CH:15]=[C:16]([NH:17][S:6]([N:9]2[CH2:2][CH2:3][O:4][C:10]2=[O:11])(=[O:8])=[O:7])[CH:18]=[CH:19][CH:20]=1)[CH3:13]. The yield is 0.800. (2) The reactants are [NH:1]1[C:8]2[N:4]([N:5]=[CH:6][CH:7]=2)[CH2:3][CH2:2]1.[Br:9]Br. The catalyst is C(O)(=O)C. The product is [BrH:9].[Br:9][C:7]1[CH:6]=[N:5][N:4]2[CH2:3][CH2:2][NH:1][C:8]=12. The yield is 0.720. (3) The reactants are [NH2:1][C:2]1[CH:7]=[CH:6][CH:5]=[CH:4][CH:3]=1.[C:8]1([C:14]2[CH:19]=[CH:18][CH:17]=[C:16]([C:20]3[CH:25]=[CH:24][CH:23]=[CH:22][CH:21]=3)[CH:15]=2)[CH:13]=[CH:12][CH:11]=[CH:10][CH:9]=1.C(O[Na])(C)(C)C. The catalyst is C1(C)C=CC=CC=1.C1C=CC(/C=C/C(/C=C/C2C=CC=CC=2)=O)=CC=1.C1C=CC(/C=C/C(/C=C/C2C=CC=CC=2)=O)=CC=1.C1C=CC(/C=C/C(/C=C/C2C=CC=CC=2)=O)=CC=1.[Pd].[Pd]. The product is [C:2]1([NH:1][C:18]2[CH:17]=[C:16]([C:20]3[CH:25]=[CH:24][CH:23]=[CH:22][CH:21]=3)[CH:15]=[C:14]([C:8]3[CH:13]=[CH:12][CH:11]=[CH:10][CH:9]=3)[CH:19]=2)[CH:7]=[CH:6][CH:5]=[CH:4][CH:3]=1. The yield is 0.840.